Dataset: Full USPTO retrosynthesis dataset with 1.9M reactions from patents (1976-2016). Task: Predict the reactants needed to synthesize the given product. (1) Given the product [F:8][C:4]1[CH:5]=[CH:6][CH:7]=[C:2]([F:1])[C:3]=1[CH:9]1[NH:14][C:13]2[CH:15]=[CH:16][C:17]([C:34]3[N:30]([CH2:28][CH3:29])[N:31]=[C:32]([C:43]4[CH:44]=[N:45][CH:46]=[CH:47][CH:48]=4)[CH:33]=3)=[CH:18][C:12]=2[O:11][CH2:10]1, predict the reactants needed to synthesize it. The reactants are: [F:1][C:2]1[CH:7]=[CH:6][CH:5]=[C:4]([F:8])[C:3]=1[CH:9]1[NH:14][C:13]2[CH:15]=[CH:16][C:17](B3OC(C)(C)C(C)(C)O3)=[CH:18][C:12]=2[O:11][CH2:10]1.[CH2:28]([N:30]1[C:34](OS(C(F)(F)F)(=O)=O)=[CH:33][C:32]([C:43]2[CH:44]=[N:45][CH:46]=[CH:47][CH:48]=2)=[N:31]1)[CH3:29]. (2) Given the product [CH3:7][NH:9][S:10]([NH:13][CH2:14][C:15]([O:17][CH2:18][CH3:19])=[O:16])(=[O:12])=[O:11], predict the reactants needed to synthesize it. The reactants are: Cl.C(O[C:7]([N:9](C)[S:10]([NH:13][CH2:14][C:15]([O:17][CH2:18][CH3:19])=[O:16])(=[O:12])=[O:11])=O)CCC. (3) Given the product [Cl:7][CH2:6][C:5]([CH3:9])([OH:8])[CH2:4][N:1]1[CH:27]=[C:26]([C:21]2[CH:22]=[C:23]([CH3:25])[CH:24]=[C:19]([NH:18][C:14]3[CH:13]=[C:12]([CH:11]([F:10])[F:28])[CH:17]=[CH:16][N:15]=3)[N:20]=2)[N:3]=[N:2]1, predict the reactants needed to synthesize it. The reactants are: [N:1]([CH2:4][C:5]([CH3:9])([OH:8])[CH2:6][Cl:7])=[N+:2]=[N-:3].[F:10][CH:11]([F:28])[C:12]1[CH:17]=[CH:16][N:15]=[C:14]([NH:18][C:19]2[CH:24]=[C:23]([CH3:25])[CH:22]=[C:21]([C:26]#[CH:27])[N:20]=2)[CH:13]=1.O=C1O[C@H]([C@H](CO)O)C([O-])=C1O.[Na+]. (4) Given the product [C:22]1([CH2:28][CH2:29][C:30]([NH:21][S:18]([C:10]2[CH:9]=[C:8]([C:4]3[CH:5]=[CH:6][CH:7]=[C:2]([NH2:1])[CH:3]=3)[C:13]([O:14][CH3:15])=[C:12]([CH:16]=[O:17])[CH:11]=2)(=[O:19])=[O:20])=[O:31])[CH:27]=[CH:26][CH:25]=[CH:24][CH:23]=1, predict the reactants needed to synthesize it. The reactants are: [NH2:1][C:2]1[CH:3]=[C:4]([C:8]2[C:13]([O:14][CH3:15])=[C:12]([CH:16]=[O:17])[CH:11]=[C:10]([S:18]([NH2:21])(=[O:20])=[O:19])[CH:9]=2)[CH:5]=[CH:6][CH:7]=1.[C:22]1([CH2:28][CH2:29][C:30](Cl)=[O:31])[CH:27]=[CH:26][CH:25]=[CH:24][CH:23]=1. (5) Given the product [Cl:1][C:2]1[C:10]2[C:5](=[N:6][CH:7]=[CH:8][C:9]=2[CH2:11][C:12]2[CH:17]=[CH:16][C:15]([NH2:18])=[CH:14][C:13]=2[F:25])[NH:4][CH:3]=1, predict the reactants needed to synthesize it. The reactants are: [Cl:1][C:2]1[C:10]2[C:5](=[N:6][CH:7]=[CH:8][C:9]=2[CH2:11][C:12]2[CH:17]=[CH:16][C:15]([NH:18]C(=O)C(F)(F)F)=[CH:14][C:13]=2[F:25])[N:4](COCC[Si](C)(C)C)[CH:3]=1.FC(F)(F)C(O)=O.O.[OH-].[Li+]. (6) Given the product [CH3:14][N:13]([CH3:15])[C:12]1[CH:11]=[C:10]([N:27]2[C:31]3=[N:32][CH:33]=[CH:34][CH:35]=[C:30]3[C:29]([C:36]([O:38][CH3:39])=[O:37])=[CH:28]2)[CH:18]=[CH:17][CH:16]=1, predict the reactants needed to synthesize it. The reactants are: P([O-])([O-])([O-])=O.[K+].[K+].[K+].Br[C:10]1[CH:11]=[C:12]([CH:16]=[CH:17][CH:18]=1)[N:13]([CH3:15])[CH3:14].[C@@H]1(N)CCCC[C@H]1N.[NH:27]1[C:31]2=[N:32][CH:33]=[CH:34][CH:35]=[C:30]2[C:29]([C:36]([O:38][CH3:39])=[O:37])=[CH:28]1. (7) Given the product [Cl:26][C:27]1[CH:32]=[C:31]([F:33])[CH:30]=[CH:29][C:28]=1[CH2:34][C:35]1[N:36]=[C:23]([CH:11]2[CH2:10][CH:9]([C:6]3[CH:7]=[CH:8][C:3]([CH2:1][CH3:2])=[CH:4][CH:5]=3)[CH2:14][N:13]([C:15]([N:17]3[CH2:22][CH2:21][O:20][CH2:19][CH2:18]3)=[O:16])[CH2:12]2)[O:25][N:38]=1, predict the reactants needed to synthesize it. The reactants are: [CH2:1]([C:3]1[CH:8]=[CH:7][C:6]([CH:9]2[CH2:14][N:13]([C:15]([N:17]3[CH2:22][CH2:21][O:20][CH2:19][CH2:18]3)=[O:16])[CH2:12][CH:11]([C:23]([OH:25])=O)[CH2:10]2)=[CH:5][CH:4]=1)[CH3:2].[Cl:26][C:27]1[CH:32]=[C:31]([F:33])[CH:30]=[CH:29][C:28]=1[CH2:34][C:35](=[NH:38])[NH:36]O.